This data is from Catalyst prediction with 721,799 reactions and 888 catalyst types from USPTO. The task is: Predict which catalyst facilitates the given reaction. Reactant: FC1C=C([C:12]2[N:17]=[C:16]3[N:18]([CH2:21][C:22]4[CH:23]=[C:24]5[C:29](=[CH:30][CH:31]=4)[N:28]=[CH:27][CH:26]=[CH:25]5)[N:19]=[N:20][C:15]3=[CH:14][CH:13]=2)C=CC=1C(NC)=O.[Cl:32][C:33]1[CH:38]=[C:37](B(O)O)[CH:36]=[CH:35][N:34]=1.C(=O)([O-])[O-].[K+].[K+].O1CCOCC1. Product: [Cl:32][C:33]1[CH:38]=[C:37]([C:12]2[N:17]=[C:16]3[N:18]([CH2:21][C:22]4[CH:23]=[C:24]5[C:29](=[CH:30][CH:31]=4)[N:28]=[CH:27][CH:26]=[CH:25]5)[N:19]=[N:20][C:15]3=[CH:14][CH:13]=2)[CH:36]=[CH:35][N:34]=1. The catalyst class is: 103.